From a dataset of Peptide-MHC class II binding affinity with 134,281 pairs from IEDB. Regression. Given a peptide amino acid sequence and an MHC pseudo amino acid sequence, predict their binding affinity value. This is MHC class II binding data. (1) The peptide sequence is HYKGSSFHRVIPGFM. The MHC is DRB1_0901 with pseudo-sequence DRB1_0901. The binding affinity (normalized) is 0.664. (2) The MHC is HLA-DPA10301-DPB10402 with pseudo-sequence HLA-DPA10301-DPB10402. The binding affinity (normalized) is 0. The peptide sequence is IAKVPPGPNITATYG. (3) The peptide sequence is VLRTKLMTSRRVLER. The MHC is DRB3_0101 with pseudo-sequence DRB3_0101. The binding affinity (normalized) is 0.168.